Dataset: Catalyst prediction with 721,799 reactions and 888 catalyst types from USPTO. Task: Predict which catalyst facilitates the given reaction. Reactant: [CH3:1][O:2][C:3]1[C:27]([O:28][CH3:29])=[CH:26][C:6]2[N:7]([C:10]3[S:14][C:13]([C:15]([NH2:17])=O)=[C:12]([O:18][CH2:19][CH:20]4[CH2:25][CH2:24][CH2:23][CH2:22][CH2:21]4)[CH:11]=3)[CH:8]=[N:9][C:5]=2[CH:4]=1. Product: [CH3:1][O:2][C:3]1[C:27]([O:28][CH3:29])=[CH:26][C:6]2[N:7]([C:10]3[S:14][C:13]([C:15]#[N:17])=[C:12]([O:18][CH2:19][CH:20]4[CH2:25][CH2:24][CH2:23][CH2:22][CH2:21]4)[CH:11]=3)[CH:8]=[N:9][C:5]=2[CH:4]=1. The catalyst class is: 376.